Regression. Given a peptide amino acid sequence and an MHC pseudo amino acid sequence, predict their binding affinity value. This is MHC class I binding data. From a dataset of Peptide-MHC class I binding affinity with 185,985 pairs from IEDB/IMGT. (1) The peptide sequence is NLYISDYKM. The MHC is HLA-A02:01 with pseudo-sequence HLA-A02:01. The binding affinity (normalized) is 0.193. (2) The peptide sequence is KLFIRQEEV. The MHC is HLA-A01:01 with pseudo-sequence HLA-A01:01. The binding affinity (normalized) is 0.0847. (3) The peptide sequence is LYAVTTAVL. The MHC is HLA-B46:01 with pseudo-sequence HLA-B46:01. The binding affinity (normalized) is 0.0847. (4) The peptide sequence is ENRLHKECL. The MHC is HLA-B08:01 with pseudo-sequence HLA-B08:01. The binding affinity (normalized) is 0.603. (5) The peptide sequence is GTQDQSLYL. The MHC is HLA-A30:01 with pseudo-sequence HLA-A30:01. The binding affinity (normalized) is 0.213.